This data is from HIV replication inhibition screening data with 41,000+ compounds from the AIDS Antiviral Screen. The task is: Binary Classification. Given a drug SMILES string, predict its activity (active/inactive) in a high-throughput screening assay against a specified biological target. (1) The compound is CCC1(C)C(C#N)(C#N)C1(C#N)C#N. The result is 0 (inactive). (2) The molecule is CC(=O)O.N=c1ccn2c(n1)OC1C(O)C(CO)OC12. The result is 0 (inactive). (3) The compound is CN(C)CCC(=NNc1ccc(Cl)cc1)c1ccccc1.Cl. The result is 0 (inactive). (4) The compound is Oc1ccc(C=Cc2ccc(O)c(O)c2)cc1O. The result is 0 (inactive). (5) The drug is CCOC(=O)Cc1ccc2c(c1)sc1nc(-c3ccc(OC)cc3)cn12. The result is 0 (inactive). (6) The molecule is O=C(O)c1cc(-n2c(-c3ccccc3)cc3c2CCc2ccccc2-3)ccc1O. The result is 0 (inactive). (7) The result is 0 (inactive). The drug is COc1cc(C=C2N=C(c3ccccc3)N(C3=NNC4(C(=O)N3)c3ccccc3-c3ccccc34)NC2=O)ccc1O.